From a dataset of Reaction yield outcomes from USPTO patents with 853,638 reactions. Predict the reaction yield, written as a fraction of the theoretical maximum amount of product (1.0 means a 100% yield; for example, 0.34 means a 34% yield). The yield is 0.710. The catalyst is O.CO. The product is [CH3:1][O:2][C:3]1[CH:26]=[C:25]([CH2:27][O:28][C:29]2[C:33](/[CH:34]=[CH:35]/[C:36]3[N:37]=[C:38]([N:42]4[CH2:43][CH2:44][O:45][CH2:46][CH2:47]4)[S:39][C:40]=3[CH3:41])=[CH:32][N:31]([C:48]3[CH:49]=[CH:50][CH:51]=[CH:52][CH:53]=3)[N:30]=2)[CH:24]=[CH:23][C:4]=1[O:5][CH2:6][C:7]1[N:8]=[C:9]([C:13]2[CH:14]=[C:15]([CH:20]=[CH:21][CH:22]=2)[C:16]([OH:18])=[O:17])[O:10][C:11]=1[CH3:12]. The reactants are [CH3:1][O:2][C:3]1[CH:26]=[C:25]([CH2:27][O:28][C:29]2[C:33](/[CH:34]=[CH:35]/[C:36]3[N:37]=[C:38]([N:42]4[CH2:47][CH2:46][O:45][CH2:44][CH2:43]4)[S:39][C:40]=3[CH3:41])=[CH:32][N:31]([C:48]3[CH:53]=[CH:52][CH:51]=[CH:50][CH:49]=3)[N:30]=2)[CH:24]=[CH:23][C:4]=1[O:5][CH2:6][C:7]1[N:8]=[C:9]([C:13]2[CH:14]=[C:15]([CH:20]=[CH:21][CH:22]=2)[C:16]([O:18]C)=[O:17])[O:10][C:11]=1[CH3:12].O1CCCC1.[OH-].[Na+].Cl.